The task is: Predict the reactants needed to synthesize the given product.. This data is from Full USPTO retrosynthesis dataset with 1.9M reactions from patents (1976-2016). (1) Given the product [CH3:1][N:2]([CH2:4][C:5]1[CH:6]=[CH:7][C:8]([O:9][CH2:10][C:11]([N:13]2[CH2:14][CH2:15][N:16]([C:19]3[CH:24]=[CH:23][C:22]([N:25]4[CH2:29][C@H:28]([CH2:30][NH:31][C:32](=[O:42])[CH3:33])[O:27][C:26]4=[O:36])=[CH:21][C:20]=3[F:37])[CH2:17][CH2:18]2)=[O:12])=[CH:38][CH:39]=1)[CH3:3], predict the reactants needed to synthesize it. The reactants are: [CH3:1][N:2]([CH2:4][C:5]1[CH:39]=[CH:38][C:8]([O:9][CH2:10][C:11]([N:13]2[CH2:18][CH2:17][N:16]([C:19]3[CH:24]=[CH:23][C:22]([N:25]4[CH2:29][C@H:28]([CH2:30][NH:31][C:32](=S)[CH2:33]C)[O:27][C:26]4=[O:36])=[CH:21][C:20]=3[F:37])[CH2:15][CH2:14]2)=[O:12])=[CH:7][CH:6]=1)[CH3:3].C(Cl)(=[O:42])C. (2) Given the product [CH3:1][O:2][C:3]([C:5]1([O:15][CH3:14])[CH2:9][CH2:8][NH:7][CH2:6]1)=[O:4], predict the reactants needed to synthesize it. The reactants are: [CH3:1][O:2][C:3]([C:5]1(COC)[CH2:9][CH2:8][NH:7][CH2:6]1)=[O:4].C(O)(=O)[C@@H:14]([C@H](C(O)=O)O)[OH:15].C(O)(=O)C(C(C(O)=O)O)O.